Dataset: Catalyst prediction with 721,799 reactions and 888 catalyst types from USPTO. Task: Predict which catalyst facilitates the given reaction. (1) Reactant: C([O:8][C:9]([C@H:11]([CH3:38])[CH2:12][C@H:13]([NH:27][C:28]([N:30]1[CH:34]=[CH:33][C:32]([C:35]([OH:37])=[O:36])=[N:31]1)=[O:29])[CH2:14][C:15]1[CH:20]=[CH:19][C:18]([C:21]2[CH:26]=[CH:25][CH:24]=[CH:23][CH:22]=2)=[CH:17][CH:16]=1)=[O:10])C1C=CC=CC=1. Product: [C:18]1([C:21]2[CH:26]=[CH:25][CH:24]=[CH:23][CH:22]=2)[CH:19]=[CH:20][C:15]([CH2:14][C@@H:13]([NH:27][C:28]([N:30]2[CH:34]=[CH:33][C:32]([C:35]([OH:37])=[O:36])=[N:31]2)=[O:29])[CH2:12][C@H:11]([C:9]([OH:10])=[O:8])[CH3:38])=[CH:16][CH:17]=1. The catalyst class is: 99. (2) Reactant: [CH:1]12[CH2:10][CH:5]3[CH2:6][CH:7]([CH2:9][CH:3]([CH2:4]3)[CH:2]1[NH:11][C:12]([N:14]1[CH2:19][CH2:18][C:17]3([C:27]4[C:22](=[CH:23][CH:24]=[CH:25][CH:26]=4)[N:21](C(OC(C)(C)C)=O)[CH2:20]3)[CH2:16][CH2:15]1)=[O:13])[CH2:8]2.FC(F)(F)C(O)=O. Product: [CH:1]12[CH2:10][CH:5]3[CH2:6][CH:7]([CH2:9][CH:3]([CH2:4]3)[CH:2]1[NH:11][C:12]([N:14]1[CH2:15][CH2:16][C:17]3([C:27]4[C:22](=[CH:23][CH:24]=[CH:25][CH:26]=4)[NH:21][CH2:20]3)[CH2:18][CH2:19]1)=[O:13])[CH2:8]2. The catalyst class is: 2.